This data is from Forward reaction prediction with 1.9M reactions from USPTO patents (1976-2016). The task is: Predict the product of the given reaction. (1) Given the reactants Br[C:2]1[CH:3]=[C:4]([OH:10])[C:5](=[CH:8][CH:9]=1)[CH:6]=[O:7].[C:11]1(B(O)O)[CH:16]=[CH:15][CH:14]=[CH:13][CH:12]=1.C([O-])([O-])=O.[K+].[K+], predict the reaction product. The product is: [C:11]1([C:2]2[CH:3]=[C:4]([OH:10])[C:5](=[CH:8][CH:9]=2)[CH:6]=[O:7])[CH:16]=[CH:15][CH:14]=[CH:13][CH:12]=1. (2) Given the reactants [CH3:1][C:2]1([C:6]([OH:8])=O)[CH2:5][O:4][CH2:3]1.CN(C(ON1N=NC2C=CC=NC1=2)=[N+](C)C)C.F[P-](F)(F)(F)(F)F.[NH2:33][C:34]1[N:39]=[C:38]([N:40]2[C:48]3[C:43](=[CH:44][CH:45]=[C:46]([C:49]#[N:50])[CH:47]=3)[CH:42]=[N:41]2)[C:37]([NH2:51])=[CH:36][N:35]=1.C(N(CC)CC)C, predict the reaction product. The product is: [NH2:33][C:34]1[N:39]=[C:38]([N:40]2[C:48]3[C:43](=[CH:44][CH:45]=[C:46]([C:49]#[N:50])[CH:47]=3)[CH:42]=[N:41]2)[C:37]([NH:51][C:6]([C:2]2([CH3:1])[CH2:5][O:4][CH2:3]2)=[O:8])=[CH:36][N:35]=1. (3) Given the reactants [CH2:1]([O:8][C:9]1[CH:10]=[CH:11][CH:12]=[C:13]([CH:17]=1)[C:14]([O-:16])=[O:15])[C:2]1[CH:7]=[CH:6][CH:5]=[CH:4][CH:3]=1.[OH-:18].[Na+].[C:20](O)(=O)[CH2:21][C:22]([CH2:27][C:28](O)=O)(C(O)=O)O.[CH2:33]1[CH2:37]O[CH2:35][CH2:34]1, predict the reaction product. The product is: [CH3:35][C@H:34]([O:18][C:11]1[CH:12]=[C:13]([CH:17]=[C:9]([O:8][CH2:1][C:2]2[CH:3]=[CH:4][CH:5]=[CH:6][CH:7]=2)[CH:10]=1)[C:14]([OH:16])=[O:15])[CH2:33][C:37]1[CH:28]=[CH:27][CH:22]=[CH:21][CH:20]=1.